From a dataset of Reaction yield outcomes from USPTO patents with 853,638 reactions. Predict the reaction yield, written as a fraction of the theoretical maximum amount of product (1.0 means a 100% yield; for example, 0.34 means a 34% yield). (1) The reactants are [C:1]([CH2:3][C:4]([OH:6])=O)#[N:2].C([Mg]Cl)(C)C.[Br:12][C:13]1[S:17][C:16]([C:18](=[O:24])[CH2:19][CH2:20]C(O)=O)=[CH:15][CH:14]=1.C1N=CN(C(N2C=NC=C2)=O)C=1. The catalyst is C1COCC1. The product is [Br:12][C:13]1[S:17][C:16]([C:18](=[O:24])[CH2:19][CH2:20][C:4](=[O:6])[CH2:3][C:1]#[N:2])=[CH:15][CH:14]=1. The yield is 0.690. (2) The reactants are Br[CH2:2][C:3](=O)[CH2:4][C:5]1[CH:10]=[CH:9][C:8]([N+:11]([O-:13])=[O:12])=[CH:7][CH:6]=1.[C:15]([NH2:18])(=[S:17])[CH3:16]. The catalyst is C(O)C. The product is [CH3:16][C:15]1[S:17][CH:2]=[C:3]([CH2:4][C:5]2[CH:10]=[CH:9][C:8]([N+:11]([O-:13])=[O:12])=[CH:7][CH:6]=2)[N:18]=1. The yield is 0.790. (3) The reactants are [CH3:1][O:2][C:3]1[C:8]2[N:9]=[C:10]([NH:12][C:13]([C:15]3[S:16][C:17]([CH3:20])=[CH:18][CH:19]=3)=[O:14])[S:11][C:7]=2[C:6](I)=[CH:5][CH:4]=1.[CH3:22][C:23]1[CH:28]=[C:27]([Sn](C)(C)C)[CH:26]=[CH:25][N:24]=1. No catalyst specified. The product is [CH3:1][O:2][C:3]1[C:8]2[N:9]=[C:10]([NH:12][C:13]([C:15]3[S:16][C:17]([CH3:20])=[CH:18][CH:19]=3)=[O:14])[S:11][C:7]=2[C:6]([C:27]2[CH:26]=[CH:25][N:24]=[C:23]([CH3:22])[CH:28]=2)=[CH:5][CH:4]=1. The yield is 0.500. (4) The catalyst is CN(C)C=O. The reactants are [C:1]([NH:4][C@H:5]([CH2:16][C:17]1[CH:22]=[CH:21][C:20]([C:23]2[CH:28]=[CH:27][CH:26]=[CH:25][CH:24]=2)=[CH:19][CH:18]=1)[C:6]([N:8]1[CH2:12][CH2:11][CH2:10][C@H:9]1[C:13]([OH:15])=O)=[O:7])(=[O:3])[CH3:2].[NH2:29][CH2:30][C:31]1[CH:32]=[C:33]2[C:38](=[CH:39][CH:40]=1)[C:37]([NH2:41])=[N:36][CH:35]=[CH:34]2.CN1CCOCC1.F[B-](F)(F)F.N1(OC(N(C)C)=[N+](C)C)C2C=CC=CC=2N=N1. The product is [NH2:41][C:37]1[C:38]2[C:33](=[CH:32][C:31]([CH2:30][NH:29][C:13]([C@@H:9]3[CH2:10][CH2:11][CH2:12][N:8]3[C:6](=[O:7])[C@H:5]([NH:4][C:1](=[O:3])[CH3:2])[CH2:16][C:17]3[CH:18]=[CH:19][C:20]([C:23]4[CH:24]=[CH:25][CH:26]=[CH:27][CH:28]=4)=[CH:21][CH:22]=3)=[O:15])=[CH:40][CH:39]=2)[CH:34]=[CH:35][N:36]=1. The yield is 0.700. (5) The reactants are [Cl:1][C:2]1[CH:3]=[CH:4][C:5]([N:11]2[CH:15]=[N:14][N:13]=[N:12]2)=[C:6]([CH:10]=1)[C:7]([OH:9])=O.C1CN([P+](ON2N=NC3C=CC=CC2=3)(N2CCCC2)N2CCCC2)CC1.F[P-](F)(F)(F)(F)F.Cl.[CH3:50][NH:51][O:52][CH3:53].C(N(CC)C(C)C)(C)C. The catalyst is C(Cl)Cl. The product is [Cl:1][C:2]1[CH:3]=[CH:4][C:5]([N:11]2[CH:15]=[N:14][N:13]=[N:12]2)=[C:6]([CH:10]=1)[C:7]([N:51]([O:52][CH3:53])[CH3:50])=[O:9]. The yield is 0.840.